Dataset: Peptide-MHC class I binding affinity with 185,985 pairs from IEDB/IMGT. Task: Regression. Given a peptide amino acid sequence and an MHC pseudo amino acid sequence, predict their binding affinity value. This is MHC class I binding data. The binding affinity (normalized) is 0.0847. The MHC is HLA-B15:09 with pseudo-sequence HLA-B15:09. The peptide sequence is WTEHRQVRY.